This data is from Catalyst prediction with 721,799 reactions and 888 catalyst types from USPTO. The task is: Predict which catalyst facilitates the given reaction. (1) Reactant: CC(OI1(OC(C)=O)(OC(C)=O)OC(=O)C2C=CC=CC1=2)=O.[OH:23][CH:24]1[CH2:29][CH2:28][CH:27]([N:30]2[C@@H:34]([C:35]3[CH:40]=[CH:39][CH:38]=[CH:37][CH:36]=3)[C:33]([CH3:42])([CH3:41])[O:32][C:31]2=[O:43])[CH2:26][CH2:25]1.[O-]S([O-])(=S)=O.[Na+].[Na+].C([O-])(O)=O.[Na+]. Product: [CH3:41][C:33]1([CH3:42])[O:32][C:31](=[O:43])[N:30]([CH:27]2[CH2:26][CH2:25][C:24](=[O:23])[CH2:29][CH2:28]2)[C@H:34]1[C:35]1[CH:36]=[CH:37][CH:38]=[CH:39][CH:40]=1. The catalyst class is: 2. (2) Reactant: [CH3:1][N:2]1[CH2:7][CH2:6][NH:5][CH2:4][CH2:3]1.[CH:8]1([NH:11][C:12]([C:14]2[CH:15]=[C:16]([F:38])[C:17]([CH3:37])=[C:18]([C:20]3[CH:25]=[CH:24][C:23]([C:26]([OH:28])=O)=[CH:22][C:21]=3[C:29]([NH:31][C:32]3[S:33][CH:34]=[CH:35][N:36]=3)=[O:30])[CH:19]=2)=[O:13])[CH2:10][CH2:9]1.Cl.CN(C)CCCN=C=NCC. Product: [CH:8]1([NH:11][C:12]([C:14]2[CH:19]=[C:18]([C:20]3[C:21]([C:29]([NH:31][C:32]4[S:33][CH:34]=[CH:35][N:36]=4)=[O:30])=[CH:22][C:23]([C:26]([N:5]4[CH2:6][CH2:7][N:2]([CH3:1])[CH2:3][CH2:4]4)=[O:28])=[CH:24][CH:25]=3)[C:17]([CH3:37])=[C:16]([F:38])[CH:15]=2)=[O:13])[CH2:10][CH2:9]1. The catalyst class is: 119. (3) Reactant: [H-].[Na+].Cl[CH2:4][CH2:5][CH2:6][C:7]([NH:9][C@H:10]1[CH2:15][CH2:14][C@H:13]([C:16]([O:18][CH3:19])=[O:17])[CH2:12][CH2:11]1)=[O:8].[Cl-].[NH4+]. Product: [O:8]=[C:7]1[CH2:6][CH2:5][CH2:4][N:9]1[C@H:10]1[CH2:15][CH2:14][C@H:13]([C:16]([O:18][CH3:19])=[O:17])[CH2:12][CH2:11]1. The catalyst class is: 80. (4) Reactant: [CH3:1][N:2]1[C@H:8]([CH2:9][O:10]C2CCCCO2)[CH2:7][CH2:6][C:3]21[CH2:5][CH2:4]2.CC1C=CC(S(O)(=O)=O)=CC=1. Product: [CH3:1][N:2]1[C@H:8]([CH2:9][OH:10])[CH2:7][CH2:6][C:3]21[CH2:5][CH2:4]2. The catalyst class is: 5.